This data is from Catalyst prediction with 721,799 reactions and 888 catalyst types from USPTO. The task is: Predict which catalyst facilitates the given reaction. (1) Reactant: [C:1](OC(=O)C)(=[O:3])[CH3:2].C(N(CC)CC)C.[NH2:15][C@H:16]1[CH2:21][CH2:20][C@H:19]([NH:22][C:23]2[CH:31]=[C:30]([N:32]3[C:36]4=[N:37][CH:38]=[CH:39][C:40]([C:41]5[CH:42]=[N:43][C:44]6[C:49]([CH:50]=5)=[CH:48][CH:47]=[CH:46][CH:45]=6)=[C:35]4[C:34]([CH3:51])=[CH:33]3)[CH:29]=[CH:28][C:24]=2[C:25]([NH2:27])=[O:26])[CH2:18][CH2:17]1. Product: [C:1]([NH:15][C@H:16]1[CH2:21][CH2:20][C@H:19]([NH:22][C:23]2[CH:31]=[C:30]([N:32]3[C:36]4=[N:37][CH:38]=[CH:39][C:40]([C:41]5[CH:42]=[N:43][C:44]6[C:49]([CH:50]=5)=[CH:48][CH:47]=[CH:46][CH:45]=6)=[C:35]4[C:34]([CH3:51])=[CH:33]3)[CH:29]=[CH:28][C:24]=2[C:25]([NH2:27])=[O:26])[CH2:18][CH2:17]1)(=[O:3])[CH3:2]. The catalyst class is: 4. (2) Reactant: [C:1]([C:5]1[CH:6]=[C:7]([C:14](=[O:16])[CH3:15])[CH:8]=[C:9]([OH:13])[C:10]=1[O:11][CH3:12])([CH3:4])([CH3:3])[CH3:2].Br[CH2:18][CH2:19][CH2:20][O:21][CH:22]1[CH2:27][CH2:26][CH2:25][CH2:24][O:23]1.[H-].[Na+].CC(=O)OCC. Product: [C:1]([C:5]1[CH:6]=[C:7]([C:14](=[O:16])[CH3:15])[CH:8]=[C:9]([O:13][CH2:18][CH2:19][CH2:20][O:21][CH:22]2[CH2:27][CH2:26][CH2:25][CH2:24][O:23]2)[C:10]=1[O:11][CH3:12])([CH3:4])([CH3:2])[CH3:3]. The catalyst class is: 3. (3) Reactant: Cl[CH2:2][C:3]1[NH:4][C:5](=[O:15])[C:6]2[CH:11]=[N:10][N:9]([CH:12]([CH3:14])[CH3:13])[C:7]=2[N:8]=1.[NH2:16][CH2:17][CH2:18][CH2:19][OH:20]. Product: [OH:20][CH2:19][CH2:18][CH2:17][NH:16][CH2:2][C:3]1[NH:4][C:5](=[O:15])[C:6]2[CH:11]=[N:10][N:9]([CH:12]([CH3:14])[CH3:13])[C:7]=2[N:8]=1. The catalyst class is: 10. (4) Reactant: [Br:1][C:2]1[CH:3]=[C:4]([CH:9]=[CH:10][C:11]=1[OH:12])[C:5]([O:7][CH3:8])=[O:6].Br[CH2:14][C:15]1[CH:20]=[CH:19][CH:18]=[CH:17][CH:16]=1.C(=O)([O-])[O-].[Cs+].[Cs+]. Product: [CH2:14]([O:12][C:11]1[CH:10]=[CH:9][C:4]([C:5]([O:7][CH3:8])=[O:6])=[CH:3][C:2]=1[Br:1])[C:15]1[CH:20]=[CH:19][CH:18]=[CH:17][CH:16]=1. The catalyst class is: 58. (5) Reactant: [CH3:1][C:2]1[CH:3]=[C:4]2[C:9](=[CH:10][CH:11]=1)[CH:8]=[C:7]([C:12](O)=[O:13])[CH:6]=[CH:5]2.[H-].[Al+3].[Li+].[H-].[H-].[H-].[Cl-].[NH4+]. The catalyst class is: 7. Product: [CH3:1][C:2]1[CH:3]=[C:4]2[C:9](=[CH:10][CH:11]=1)[CH:8]=[C:7]([CH2:12][OH:13])[CH:6]=[CH:5]2. (6) Reactant: [OH:1][NH:2][C:3](=[NH:5])[CH3:4].[H-].[Na+].CO[C:10]([C:12]1[N:13]([CH:17]2[C:25]3[C:20](=[CH:21][CH:22]=[CH:23][CH:24]=3)[CH2:19][C:18]2([CH3:27])[CH3:26])[CH:14]=[N:15][CH:16]=1)=O. Product: [CH3:26][C:18]1([CH3:27])[CH2:19][C:20]2[C:25](=[CH:24][CH:23]=[CH:22][CH:21]=2)[CH:17]1[N:13]1[C:12]([C:10]2[O:1][N:2]=[C:3]([CH3:4])[N:5]=2)=[CH:16][N:15]=[CH:14]1. The catalyst class is: 1. (7) Reactant: [Cl:1][C:2]1[CH:10]=[C:9]2[C:5]([CH2:6][C:7](=[O:11])[NH:8]2)=[CH:4][C:3]=1[CH2:12][CH2:13]Cl.Cl.[N:16]1([C:22]2[C:26]3[CH:27]=[CH:28][CH:29]=[CH:30][C:25]=3[S:24][N:23]=2)[CH2:21][CH2:20][NH:19][CH2:18][CH2:17]1.C(=O)([O-])[O-].[Na+].[Na+].C(O)CO. Product: [CH:28]1[CH:29]=[CH:30][C:25]2[S:24][N:23]=[C:22]([N:16]3[CH2:17][CH2:18][N:19]([CH2:13][CH2:12][C:3]4[CH:4]=[C:5]5[CH2:6][C:7](=[O:11])[NH:8][C:9]5=[CH:10][C:2]=4[Cl:1])[CH2:20][CH2:21]3)[C:26]=2[CH:27]=1. The catalyst class is: 6.